Dataset: Reaction yield outcomes from USPTO patents with 853,638 reactions. Task: Predict the reaction yield, written as a fraction of the theoretical maximum amount of product (1.0 means a 100% yield; for example, 0.34 means a 34% yield). (1) The reactants are Cl[C:2]1[CH:7]=[C:6]([O:8][C:9]2[CH:14]=[CH:13][C:12]([NH2:15])=[C:11]([F:16])[CH:10]=2)[CH:5]=[CH:4][N:3]=1.[CH3:17][N:18]1[CH:22]=[CH:21][C:20](B2OC(C)(C)C(C)(C)O2)=[N:19]1.C([O-])([O-])=O.[Na+].[Na+]. The catalyst is COCCOC.O.C1C=CC([P]([Pd]([P](C2C=CC=CC=2)(C2C=CC=CC=2)C2C=CC=CC=2)([P](C2C=CC=CC=2)(C2C=CC=CC=2)C2C=CC=CC=2)[P](C2C=CC=CC=2)(C2C=CC=CC=2)C2C=CC=CC=2)(C2C=CC=CC=2)C2C=CC=CC=2)=CC=1. The product is [F:16][C:11]1[CH:10]=[C:9]([O:8][C:6]2[CH:5]=[CH:4][N:3]=[C:2]([C:21]3[CH:20]=[N:19][N:18]([CH3:17])[CH:22]=3)[CH:7]=2)[CH:14]=[CH:13][C:12]=1[NH2:15]. The yield is 0.560. (2) The reactants are [NH2:1][C:2]1[CH:3]=[N:4][C:5]([C:8]([OH:10])=[O:9])=[N:6][CH:7]=1.S(Cl)(Cl)=O.[CH3:15]O. The catalyst is C([O-])(O)=O.[Na+]. The product is [NH2:1][C:2]1[CH:3]=[N:4][C:5]([C:8]([O:10][CH3:15])=[O:9])=[N:6][CH:7]=1. The yield is 0.680. (3) The reactants are [Br:1][C:2]1[N:3]([CH2:10][C@:11]2([CH3:14])[CH2:13][O:12]2)[CH:4]=[C:5]([N+:7]([O-:9])=[O:8])[N:6]=1.[N:15]1([C:21]([O:23][CH2:24][CH:25]=[CH:26][C:27]2[CH:32]=[CH:31][C:30]([C:33]([F:36])([F:35])[F:34])=[CH:29][CH:28]=2)=[O:22])[CH2:20][CH2:19][NH:18][CH2:17][CH2:16]1.CN(C)C=O. The catalyst is O. The product is [Br:1][C:2]1[N:3]([CH2:10][C@:11]([OH:12])([CH3:14])[CH2:13][N:18]2[CH2:17][CH2:16][N:15]([C:21]([O:23][CH2:24][CH:25]=[CH:26][C:27]3[CH:32]=[CH:31][C:30]([C:33]([F:35])([F:36])[F:34])=[CH:29][CH:28]=3)=[O:22])[CH2:20][CH2:19]2)[CH:4]=[C:5]([N+:7]([O-:9])=[O:8])[N:6]=1. The yield is 0.840. (4) The reactants are [C:1]12([C:11](=[O:23])[CH2:12][S:13][C:14]3[N:19]=[CH:18][C:17]([C:20]([OH:22])=O)=[CH:16][CH:15]=3)[CH2:10][CH:5]3[CH2:6][CH:7]([CH2:9][CH:3]([CH2:4]3)[CH2:2]1)[CH2:8]2.[CH3:24][NH2:25]. No catalyst specified. The product is [C:1]12([C:11](=[O:23])[CH2:12][S:13][C:14]3[CH:15]=[CH:16][C:17]([C:20]([NH:25][CH3:24])=[O:22])=[CH:18][N:19]=3)[CH2:8][CH:7]3[CH2:6][CH:5]([CH2:4][CH:3]([CH2:9]3)[CH2:2]1)[CH2:10]2. The yield is 0.460.